This data is from Full USPTO retrosynthesis dataset with 1.9M reactions from patents (1976-2016). The task is: Predict the reactants needed to synthesize the given product. (1) The reactants are: [OH:1][CH2:2][C:3]([NH:6][C:7]1[S:8][C:9]2[CH2:19][CH2:18][C:17]3[C:12](=[CH:13][CH:14]=[C:15]([C:20]#[N:21])[CH:16]=3)[C:10]=2[N:11]=1)([CH3:5])[CH3:4].CCCCCC.[C:28](OCC)(=[O:30])C. Given the product [CH3:4][C:3]1([CH3:5])[CH2:2][O:1][C:28](=[O:30])[N:6]1[C:7]1[S:8][C:9]2[CH2:19][CH2:18][C:17]3[C:12](=[CH:13][CH:14]=[C:15]([C:20]#[N:21])[CH:16]=3)[C:10]=2[N:11]=1, predict the reactants needed to synthesize it. (2) The reactants are: [CH3:1][O:2][C:3]1[CH:8]=[C:7]([C:9]#[N:10])[N:6]=[C:5]([C:11]2[CH:16]=[CH:15][CH:14]=[CH:13][N:12]=2)[CH:4]=1.C([O-])=O.[NH4+].C(O)C. Given the product [CH3:1][O:2][C:3]1[CH:8]=[C:7]([CH2:9][NH2:10])[N:6]=[C:5]([C:11]2[CH:16]=[CH:15][CH:14]=[CH:13][N:12]=2)[CH:4]=1, predict the reactants needed to synthesize it. (3) Given the product [Cl:1][C:2]1[CH:3]=[CH:4][C:5]([S:8]([N:11]([CH2:21][C:22]2[CH:31]=[CH:30][C:25]([C:26]([O:28][CH3:29])=[O:27])=[CH:24][CH:23]=2)[CH:12]2[CH2:13][O:14][C:15]([CH3:19])([CH3:18])[O:16][CH2:17]2)(=[O:9])=[O:10])=[CH:6][CH:7]=1, predict the reactants needed to synthesize it. The reactants are: [Cl:1][C:2]1[CH:7]=[CH:6][C:5]([S:8]([NH:11][CH:12]2[CH2:17][O:16][C:15]([CH3:19])([CH3:18])[O:14][CH2:13]2)(=[O:10])=[O:9])=[CH:4][CH:3]=1.O[CH2:21][C:22]1[CH:31]=[CH:30][C:25]([C:26]([O:28][CH3:29])=[O:27])=[CH:24][CH:23]=1.C1(P(C2C=CC=CC=2)C2C=CC=CC=2)C=CC=CC=1.CC(OC(/N=N/C(OC(C)C)=O)=O)C. (4) Given the product [Cl:1][C:2]1[N:3]=[C:4]([NH:17][NH:18][C:26](=[O:27])[C@H:25]([CH2:24][CH:19]2[CH2:20][CH2:21][CH2:22][CH2:23]2)[CH2:29][N:30]([O:31][CH2:32][C:33]2[CH:34]=[CH:35][CH:36]=[CH:37][CH:38]=2)[CH:39]=[O:40])[C:5]([F:16])=[C:6]([N:8]2[CH2:13][C@@H:12]3[CH2:14][C@H:9]2[CH2:10][N:11]3[CH3:15])[N:7]=1, predict the reactants needed to synthesize it. The reactants are: [Cl:1][C:2]1[N:7]=[C:6]([N:8]2[CH2:13][C@@H:12]3[CH2:14][C@H:9]2[CH2:10][N:11]3[CH3:15])[C:5]([F:16])=[C:4]([NH:17][NH2:18])[N:3]=1.[CH:19]1([CH2:24][C@H:25]([CH2:29][N:30]([CH:39]=[O:40])[O:31][CH2:32][C:33]2[CH:38]=[CH:37][CH:36]=[CH:35][CH:34]=2)[C:26](O)=[O:27])[CH2:23][CH2:22][CH2:21][CH2:20]1.C1C=NC2N(O)N=NC=2C=1.CN1CCOCC1.C(Cl)CCl. (5) Given the product [CH3:1][C:2]1[CH:7]=[CH:6][C:5]([C:8]2[N:17]=[C:16]([C:18]([N:27]3[CH2:26][CH2:25][C:24]4[C:29](=[CH:30][CH:31]=[C:32]([N:33]([CH3:35])[CH3:34])[C:23]=4[OH:22])[CH2:28]3)=[O:20])[C:15]3[C:10](=[CH:11][CH:12]=[CH:13][CH:14]=3)[N:9]=2)=[CH:4][CH:3]=1, predict the reactants needed to synthesize it. The reactants are: [CH3:1][C:2]1[CH:7]=[CH:6][C:5]([C:8]2[N:17]=[C:16]([C:18]([OH:20])=O)[C:15]3[C:10](=[CH:11][CH:12]=[CH:13][CH:14]=3)[N:9]=2)=[CH:4][CH:3]=1.Cl.[OH:22][C:23]1[C:32]([N:33]([CH3:35])[CH3:34])=[CH:31][CH:30]=[C:29]2[C:24]=1[CH2:25][CH2:26][NH:27][CH2:28]2. (6) Given the product [Cl:13][C:14]1[CH:15]=[N:16][CH:17]=[C:18]([Cl:20])[C:19]=1[CH:21]([OH:23])[CH3:22], predict the reactants needed to synthesize it. The reactants are: C(NC(C)C)(C)C.C([Li])CCC.[Cl:13][C:14]1[CH:15]=[N:16][CH:17]=[C:18]([Cl:20])[CH:19]=1.[CH:21](=[O:23])[CH3:22].